Regression/Classification. Given a drug SMILES string, predict its absorption, distribution, metabolism, or excretion properties. Task type varies by dataset: regression for continuous measurements (e.g., permeability, clearance, half-life) or binary classification for categorical outcomes (e.g., BBB penetration, CYP inhibition). Dataset: b3db_classification. From a dataset of Blood-brain barrier permeability classification from the B3DB database. (1) The drug is CC[C@H](OC(C)=O)C(C[C@H](C)N(C)C)(c1ccccc1)c1ccccc1. The result is 1 (penetrates BBB). (2) The result is 1 (penetrates BBB). The drug is NC(=O)CN1C(=O)COc2ccccc21. (3) The molecule is CN1C(=O)CN=C(c2ccccc2)c2cc([N+](=O)[O-])ccc21. The result is 1 (penetrates BBB).